From a dataset of Full USPTO retrosynthesis dataset with 1.9M reactions from patents (1976-2016). Predict the reactants needed to synthesize the given product. (1) Given the product [N+:1]([C:4]1[CH:5]=[C:6]([N:10]2[C:11]3[C:12](=[CH:15][CH:16]=[CH:17][N:18]=3)[CH:13]=[C:27]([CH2:26][CH2:25][C:21]3[CH:20]=[N:19][CH:24]=[CH:23][CH:22]=3)[C:28]2=[O:29])[CH:7]=[CH:8][CH:9]=1)([O-:3])=[O:2], predict the reactants needed to synthesize it. The reactants are: [N+:1]([C:4]1[CH:5]=[C:6]([NH:10][C:11]2[N:18]=[CH:17][CH:16]=[CH:15][C:12]=2[CH:13]=O)[CH:7]=[CH:8][CH:9]=1)([O-:3])=[O:2].[N:19]1[CH:24]=[CH:23][CH:22]=[C:21]([CH2:25][CH2:26][CH2:27][C:28](OC)=[O:29])[CH:20]=1.[Li+].CC([N-]C(C)C)C. (2) Given the product [NH2:30][C:18]1[N:17]=[CH:16][C:15]([C:13]2[C:12]([CH2:31][NH:34][CH3:33])=[N:11][N:10]([CH:7]3[CH2:6][CH2:5][N:4]([C:1](=[O:3])[CH3:2])[CH2:9][CH2:8]3)[CH:14]=2)=[CH:20][C:19]=1[C:21]1[O:22][C:23]2[CH:29]=[CH:28][CH:27]=[CH:26][C:24]=2[N:25]=1, predict the reactants needed to synthesize it. The reactants are: [C:1]([N:4]1[CH2:9][CH2:8][CH:7]([N:10]2[CH:14]=[C:13]([C:15]3[CH:16]=[N:17][C:18]([NH2:30])=[C:19]([C:21]4[O:22][C:23]5[CH:29]=[CH:28][CH:27]=[CH:26][C:24]=5[N:25]=4)[CH:20]=3)[C:12]([CH:31]=O)=[N:11]2)[CH2:6][CH2:5]1)(=[O:3])[CH3:2].[CH3:33][NH2:34].[Na]. (3) Given the product [C:1]([O:4][C:5]1[CH:14]=[CH:13][C:12]([CH3:15])=[C:11]2[C:6]=1[CH:7]([CH3:18])[CH2:8][C:9]([CH3:17])([CH3:16])[NH:10]2)(=[O:3])[CH3:2], predict the reactants needed to synthesize it. The reactants are: [C:1]([O:4][C:5]1[CH:14]=[CH:13][C:12]([CH3:15])=[C:11]2[C:6]=1[C:7]([CH3:18])=[CH:8][C:9]([CH3:17])([CH3:16])[NH:10]2)(=[O:3])[CH3:2].C(OC1C=CC(C)=C(C=1)N)(=O)C. (4) The reactants are: [NH2:1][CH2:2][CH2:3][N:4]([CH2:21][CH2:22][NH2:23])[C:5](=[O:20])[C:6]1[C:14]([I:15])=[C:13]([NH:16][CH3:17])[C:12]([I:18])=[C:8]([C:9]([OH:11])=[O:10])[C:7]=1[I:19].[Br:24][CH2:25][C:26](Br)=[O:27]. Given the product [Br:24][CH2:25][C:26]([NH:1][CH2:2][CH2:3][N:4]([CH2:21][CH2:22][NH:23][C:26](=[O:27])[CH2:25][Br:24])[C:5](=[O:20])[C:6]1[C:14]([I:15])=[C:13]([NH:16][CH2:17][C:26](=[O:27])[CH2:25][Br:24])[C:12]([I:18])=[C:8]([C:9]([OH:11])=[O:10])[C:7]=1[I:19])=[O:27], predict the reactants needed to synthesize it.